Dataset: Reaction yield outcomes from USPTO patents with 853,638 reactions. Task: Predict the reaction yield, written as a fraction of the theoretical maximum amount of product (1.0 means a 100% yield; for example, 0.34 means a 34% yield). The yield is 0.720. The reactants are [Br:1][C:2]1[CH:3]=[CH:4][C:5]([NH:8][C:9](=[O:15])[C:10]([CH3:14])([CH3:13])[CH2:11]Cl)=[N:6][CH:7]=1.[H-].[Na+]. The catalyst is CN(C=O)C. The product is [Br:1][C:2]1[CH:3]=[CH:4][C:5]([N:8]2[CH2:11][C:10]([CH3:14])([CH3:13])[C:9]2=[O:15])=[N:6][CH:7]=1.